Dataset: Reaction yield outcomes from USPTO patents with 853,638 reactions. Task: Predict the reaction yield, written as a fraction of the theoretical maximum amount of product (1.0 means a 100% yield; for example, 0.34 means a 34% yield). (1) The reactants are [BH4-].[Na+].[CH:3]([CH2:5][CH2:6][C:7]([CH2:12][C:13]1[CH:18]=[CH:17][C:16]([C:19]([F:22])([F:21])[F:20])=[CH:15][CH:14]=1)([C:10]#[N:11])[C:8]#[N:9])=[O:4].O. The catalyst is C(O)C. The product is [OH:4][CH2:3][CH2:5][CH2:6][C:7]([CH2:12][C:13]1[CH:14]=[CH:15][C:16]([C:19]([F:20])([F:21])[F:22])=[CH:17][CH:18]=1)([C:10]#[N:11])[C:8]#[N:9]. The yield is 0.610. (2) The reactants are [Br:1][C:2]1[CH:3]=[CH:4][C:5]2[N:6]([CH2:16][CH:17]([OH:21])[C:18](O)=[O:19])[C:7]3[C:12]([C:13]=2[CH:14]=1)=[CH:11][C:10]([Br:15])=[CH:9][CH:8]=3.S(Cl)(Cl)=O.[CH3:26][O:27][C:28]1[CH:33]=[CH:32][CH:31]=[C:30]([NH2:34])[CH:29]=1.CCN(CC)CC. The catalyst is C(Cl)Cl. The product is [Br:15][C:10]1[CH:9]=[CH:8][C:7]2[N:6]([CH2:16][CH:17]([OH:21])[C:18]([NH:34][C:30]3[CH:31]=[CH:32][CH:33]=[C:28]([O:27][CH3:26])[CH:29]=3)=[O:19])[C:5]3[C:13]([C:12]=2[CH:11]=1)=[CH:14][C:2]([Br:1])=[CH:3][CH:4]=3. The yield is 0.480. (3) The reactants are [OH:1][CH2:2][CH2:3][O:4][CH2:5][CH2:6][O:7][CH2:8][C:9]([CH3:18])([CH3:17])[C:10]([O:12][C:13]([CH3:16])([CH3:15])[CH3:14])=[O:11].CC1NN=NN=1.C(N(CC)[P:28]([O:37][CH2:38][C:39]1[CH:44]=[CH:43][CH:42]=[CH:41][CH:40]=1)[O:29][CH2:30][C:31]1[CH:36]=[CH:35][CH:34]=[CH:33][CH:32]=1)C.C1C=C(Cl)C=C(C(OO)=[O:55])C=1. The catalyst is C1COCC1.C(Cl)Cl. The product is [CH2:38]([O:37][P:28]([O:1][CH2:2][CH2:3][O:4][CH2:5][CH2:6][O:7][CH2:8][C:9]([CH3:18])([CH3:17])[C:10]([O:12][C:13]([CH3:16])([CH3:15])[CH3:14])=[O:11])([O:29][CH2:30][C:31]1[CH:32]=[CH:33][CH:34]=[CH:35][CH:36]=1)=[O:55])[C:39]1[CH:40]=[CH:41][CH:42]=[CH:43][CH:44]=1. The yield is 0.890.